From a dataset of Catalyst prediction with 721,799 reactions and 888 catalyst types from USPTO. Predict which catalyst facilitates the given reaction. (1) Reactant: [F:1][C:2]1[CH:31]=[CH:30][CH:29]=[C:28]([F:32])[C:3]=1[C:4]([NH:6][C:7](=[O:27])[N:8]([C:10]1[CH:15]=[CH:14][C:13]([S:16][C:17]([F:25])([F:24])[CH:18]([F:23])[C:19]([F:22])([F:21])[F:20])=[CH:12][C:11]=1[F:26])[CH3:9])=[O:5].[CH3:33]I.[H-].[Na+].O. Product: [F:1][C:2]1[CH:31]=[CH:30][CH:29]=[C:28]([F:32])[C:3]=1[C:4]([N:6]([CH3:33])[C:7]([N:8]([C:10]1[CH:15]=[CH:14][C:13]([S:16][C:17]([F:24])([F:25])[CH:18]([F:23])[C:19]([F:21])([F:22])[F:20])=[CH:12][C:11]=1[F:26])[CH3:9])=[O:27])=[O:5]. The catalyst class is: 13. (2) Reactant: [F:1][C:2]([F:33])([F:32])[C:3]1[CH:8]=[CH:7][C:6]([C:9]2[CH2:10][CH2:11][N:12]([C:15]([O:17][CH2:18][C@@:19]([OH:31])([CH3:30])[CH2:20][N:21]3[CH:25]=[C:24]([N+:26]([O-:28])=[O:27])[N:23]=[C:22]3Cl)=[O:16])[CH2:13][CH:14]=2)=[CH:5][CH:4]=1.[H-].[Na+]. Product: [F:1][C:2]([F:33])([F:32])[C:3]1[CH:8]=[CH:7][C:6]([C:9]2[CH2:10][CH2:11][N:12]([C:15]([O:17][CH2:18][C@:19]3([CH3:30])[O:31][C:22]4=[N:23][C:24]([N+:26]([O-:28])=[O:27])=[CH:25][N:21]4[CH2:20]3)=[O:16])[CH2:13][CH:14]=2)=[CH:5][CH:4]=1. The catalyst class is: 3. (3) Reactant: [CH:1]([C:5]1[C:10]([O:11][CH3:12])=[CH:9][CH:8]=[CH:7][C:6]=1[O:13]C)([CH2:3][CH3:4])[CH3:2].B(Br)(Br)Br. Product: [CH:1]([C:5]1[C:10]([O:11][CH3:12])=[CH:9][CH:8]=[CH:7][C:6]=1[OH:13])([CH2:3][CH3:4])[CH3:2]. The catalyst class is: 4. (4) Reactant: [F:1][C:2]1[CH:24]=[C:23]([F:25])[CH:22]=[CH:21][C:3]=1[O:4][C:5]1[CH:6]=[C:7]2[C:11](=[CH:12][C:13]=1[C:14](O)=[O:15])[N:10]([CH2:17][CH:18]([CH3:20])[CH3:19])[N:9]=[CH:8]2.C1C=CC2N(O)N=NC=2C=1.CCN=C=NCCCN(C)C.Cl.Cl.[NH2:49][C@@H:50]([CH2:55][CH2:56][N:57]([CH3:59])[CH3:58])[C:51]([O:53][CH3:54])=[O:52].C(N(CC)CC)C. Product: [F:1][C:2]1[CH:24]=[C:23]([F:25])[CH:22]=[CH:21][C:3]=1[O:4][C:5]1[CH:6]=[C:7]2[C:11](=[CH:12][C:13]=1[C:14]([NH:49][C@@H:50]([CH2:55][CH2:56][N:57]([CH3:59])[CH3:58])[C:51]([O:53][CH3:54])=[O:52])=[O:15])[N:10]([CH2:17][CH:18]([CH3:20])[CH3:19])[N:9]=[CH:8]2. The catalyst class is: 576. (5) Reactant: [F:1][C:2]1[CH:3]=[C:4]([C:9]([NH:31][S@@:32]([C:34]([CH3:37])([CH3:36])[CH3:35])=[O:33])([C:17]2[CH:22]=[C:21]([O:23][C:24]([F:29])([F:28])[CH:25]([F:27])[F:26])[CH:20]=[C:19]([F:30])[CH:18]=2)[CH2:10][C:11]2[CH:16]=[CH:15][CH:14]=[CH:13][CH:12]=2)[CH:5]=[CH:6][C:7]=1[OH:8].C([O-])([O-])=O.[K+].[K+].I[CH:45]([CH3:47])[CH3:46]. Product: [F:1][C:2]1[CH:3]=[C:4]([C:9]([NH:31][S@@:32]([C:34]([CH3:37])([CH3:36])[CH3:35])=[O:33])([C:17]2[CH:22]=[C:21]([O:23][C:24]([F:28])([F:29])[CH:25]([F:26])[F:27])[CH:20]=[C:19]([F:30])[CH:18]=2)[CH2:10][C:11]2[CH:12]=[CH:13][CH:14]=[CH:15][CH:16]=2)[CH:5]=[CH:6][C:7]=1[O:8][CH:45]([CH3:47])[CH3:46]. The catalyst class is: 215. (6) Reactant: [Cl:1][C:2]1[N:7]=[CH:6][N:5]=[C:4]([C:8]2[O:13][C@H:12]([CH2:14][OH:15])[C@@H:11]([O:16][Si:17]([CH:24]([CH3:26])[CH3:25])([CH:21]([CH3:23])[CH3:22])[CH:18]([CH3:20])[CH3:19])[C@H:10]([O:27][Si:28]([CH:35]([CH3:37])[CH3:36])([CH:32]([CH3:34])[CH3:33])[CH:29]([CH3:31])[CH3:30])[CH:9]=2)[C:3]=1[N+:38]([O-:40])=[O:39].CC(OI1(OC(C)=O)(OC(C)=O)OC(=O)C2C=CC=CC1=2)=O. Product: [Cl:1][C:2]1[N:7]=[CH:6][N:5]=[C:4]([C:8]2[O:13][C@H:12]([CH:14]=[O:15])[C@@H:11]([O:16][Si:17]([CH:18]([CH3:20])[CH3:19])([CH:21]([CH3:22])[CH3:23])[CH:24]([CH3:25])[CH3:26])[C@H:10]([O:27][Si:28]([CH:29]([CH3:31])[CH3:30])([CH:32]([CH3:34])[CH3:33])[CH:35]([CH3:37])[CH3:36])[CH:9]=2)[C:3]=1[N+:38]([O-:40])=[O:39]. The catalyst class is: 2. (7) Reactant: [SH:1][C:2]1[CH:7]=[CH:6][C:5]([OH:8])=[CH:4][CH:3]=1.[OH-].[K+].[C:11]([NH:19][C:20](=[O:23])[CH2:21]Cl)(=[O:18])[C:12]1[CH:17]=[CH:16][CH:15]=[CH:14][CH:13]=1.Cl. Product: [C:11]([NH:19][C:20](=[O:23])[CH2:21][S:1][C:2]1[CH:7]=[CH:6][C:5]([OH:8])=[CH:4][CH:3]=1)(=[O:18])[C:12]1[CH:17]=[CH:16][CH:15]=[CH:14][CH:13]=1. The catalyst class is: 72. (8) Reactant: [F:1][C:2]1[CH:7]=[CH:6][C:5]([C@@H:8]([NH:10][C:11]2[N:16]=[C:15]([N:17]3[CH2:22][CH2:21][CH:20]([C:23](O)=[O:24])[CH2:19][CH2:18]3)[CH:14]=[C:13]([NH:26][C:27]3[CH:32]=[N:31][CH:30]=[CH:29][N:28]=3)[N:12]=2)[CH3:9])=[CH:4][CH:3]=1.[CH3:33][S:34]([NH2:37])(=[O:36])=[O:35].C1CCN2C(=NCCC2)CC1.C(O)(=O)C. Product: [F:1][C:2]1[CH:7]=[CH:6][C:5]([C@@H:8]([NH:10][C:11]2[N:16]=[C:15]([N:17]3[CH2:18][CH2:19][CH:20]([C:23]([NH:37][S:34]([CH3:33])(=[O:36])=[O:35])=[O:24])[CH2:21][CH2:22]3)[CH:14]=[C:13]([NH:26][C:27]3[CH:32]=[N:31][CH:30]=[CH:29][N:28]=3)[N:12]=2)[CH3:9])=[CH:4][CH:3]=1. The catalyst class is: 30. (9) Reactant: Br[C:2]1[S:6][C:5]2[C:7](=[O:22])[CH:8]([C:18]([O:20][CH3:21])=[O:19])[CH:9]([C:10]3[CH:15]=[CH:14][C:13]([Cl:16])=[C:12]([Cl:17])[CH:11]=3)[C:4]=2[CH:3]=1.[NH:23]1[CH2:28][CH2:27][O:26][CH2:25][CH2:24]1.C1(P(C2C=CC=CC=2)C2C3OC4C(=CC=CC=4P(C4C=CC=CC=4)C4C=CC=CC=4)C(C)(C)C=3C=CC=2)C=CC=CC=1.C(=O)([O-])[O-].[Cs+].[Cs+]. Product: [Cl:17][C:12]1[CH:11]=[C:10]([CH:9]2[C:4]3[CH:3]=[C:2]([N:23]4[CH2:28][CH2:27][O:26][CH2:25][CH2:24]4)[S:6][C:5]=3[C:7](=[O:22])[CH:8]2[C:18]([O:20][CH3:21])=[O:19])[CH:15]=[CH:14][C:13]=1[Cl:16]. The catalyst class is: 62. (10) Reactant: [Br:1][C:2]1[CH:3]=[N:4][C:5]([CH3:11])=[C:6]([CH:10]=1)[C:7]([OH:9])=O.CC[N:14]([CH:18]([CH3:20])C)[CH:15](C)C.CN(C(ON1N=NC2C=CC=CC1=2)=[N+](C)C)C.[B-](F)(F)(F)F.N1CCC1. Product: [N:14]1([C:7]([C:6]2[C:5]([CH3:11])=[N:4][CH:3]=[C:2]([Br:1])[CH:10]=2)=[O:9])[CH2:15][CH2:20][CH2:18]1. The catalyst class is: 2.